From a dataset of Catalyst prediction with 721,799 reactions and 888 catalyst types from USPTO. Predict which catalyst facilitates the given reaction. (1) Reactant: [Cl:1][C:2]1[CH:3]=[C:4]([CH:18]=[CH:19][CH:20]=1)[C:5]([NH:7][C:8]1[S:9][C:10]2[CH:16]=[C:15]([CH3:17])[CH:14]=[CH:13][C:11]=2[N:12]=1)=[O:6].C(=O)([O-])[O-].[K+].[K+].Br[CH2:28][C:29]([O:31][CH2:32][CH3:33])=[O:30]. The catalyst class is: 9. Product: [Cl:1][C:2]1[CH:3]=[C:4]([CH:18]=[CH:19][CH:20]=1)[C:5]([N:7]=[C:8]1[N:12]([CH2:28][C:29]([O:31][CH2:32][CH3:33])=[O:30])[C:11]2[CH:13]=[CH:14][C:15]([CH3:17])=[CH:16][C:10]=2[S:9]1)=[O:6]. (2) Reactant: IC1C=[CH:6][N:5]=[C:4]([C:8]([F:11])([F:10])[F:9])C=1.[C:12]([N:19]1CCC(N)C[CH2:20]1)([O:14][C:15]([CH3:18])([CH3:17])[CH3:16])=[O:13].[CH3:26][CH2:27][N:28]([CH:32]([CH3:34])[CH3:33])[CH:29]([CH3:31])C. Product: [F:11][C:8]([F:9])([F:10])[C:4]1[CH:33]=[C:32]([N:28]2[CH2:27][CH2:26][CH:20]([NH:19][C:12](=[O:13])[O:14][C:15]([CH3:18])([CH3:17])[CH3:16])[CH2:31][CH2:29]2)[CH:34]=[CH:6][N:5]=1. The catalyst class is: 37. (3) Reactant: [CH3:1][C:2]1[CH:7]=[C:6]([NH:8][C:9]([C:11]2[C:16](Br)=[N:15][CH:14]=[CH:13][N:12]=2)=[O:10])[CH:5]=[CH:4][N:3]=1.[NH2:18][C:19]1[CH:24]=[CH:23][CH:22]=[CH:21][CH:20]=1.C1(P(C2C=CC=CC=2)C2C3OC4C(=CC=CC=4P(C4C=CC=CC=4)C4C=CC=CC=4)C(C)(C)C=3C=CC=2)C=CC=CC=1.C(=O)([O-])[O-].[Cs+].[Cs+]. Product: [CH3:1][C:2]1[CH:7]=[C:6]([NH:8][C:9]([C:11]2[C:16]([NH:18][C:19]3[CH:24]=[CH:23][CH:22]=[CH:21][CH:20]=3)=[N:15][CH:14]=[CH:13][N:12]=2)=[O:10])[CH:5]=[CH:4][N:3]=1. The catalyst class is: 12. (4) Product: [Cl:1][C:2]1[C:10]([S:11]([N:14]2[CH2:15][CH2:16][N:17]([C:20]3([CH3:23])[CH2:22][CH2:21]3)[CH2:18][CH2:19]2)(=[O:12])=[O:13])=[CH:9][CH:8]=[C:7]2[C:3]=1[CH2:4][CH2:5][NH:6]2. The catalyst class is: 779. Reactant: [Cl:1][C:2]1[C:10]([S:11]([N:14]2[CH2:19][CH2:18][N:17]([C:20]3([CH3:23])[CH2:22][CH2:21]3)[CH2:16][CH2:15]2)(=[O:13])=[O:12])=[CH:9][CH:8]=[C:7]2[C:3]=1[CH2:4][CH2:5][N:6]2C(=O)C(F)(F)F. (5) Reactant: F[B-](F)(F)F.BrC1C=CC=C[N+]=1CC.[F:15][C:16]1([F:34])[CH2:19][N:18]([C:20]2[N:21]=[CH:22][C:23]([C:31]([OH:33])=O)=[N:24][C:25]=2[O:26][CH2:27][CH:28]([F:30])[F:29])[CH2:17]1.Cl.[F:36][C:37]1([F:45])[CH2:41][NH:40][C@H:39]([C:42]([NH2:44])=[O:43])[CH2:38]1.CCN(C(C)C)C(C)C. Product: [F:34][C:16]1([F:15])[CH2:17][N:18]([C:20]2[N:21]=[CH:22][C:23]([C:31]([N:40]3[CH2:41][C:37]([F:45])([F:36])[CH2:38][C@H:39]3[C:42]([NH2:44])=[O:43])=[O:33])=[N:24][C:25]=2[O:26][CH2:27][CH:28]([F:29])[F:30])[CH2:19]1. The catalyst class is: 12. (6) The catalyst class is: 355. Reactant: [S:1]1[C:5]2[CH:6]=[CH:7][C:8]([CH2:10][CH2:11][O:12][CH2:13][C:14]([N:16]3[CH2:19][CH:18]([OH:20])[CH2:17]3)=O)=[CH:9][C:4]=2[CH:3]=[CH:2]1.CC(C)=O.Cl.[OH-].[Na+]. Product: [S:1]1[C:5]2[CH:6]=[CH:7][C:8]([CH2:10][CH2:11][O:12][CH2:13][CH2:14][N:16]3[CH2:19][CH:18]([OH:20])[CH2:17]3)=[CH:9][C:4]=2[CH:3]=[CH:2]1. (7) Reactant: [CH2:1]([O:3][P:4]([CH:9]([OH:27])[CH2:10][C@@H:11]([OH:26])[C@@H:12]([OH:25])[C@H:13]([OH:24])[CH:14]=[N:15][O:16][CH2:17][C:18]1[CH:23]=[CH:22][CH:21]=[CH:20][CH:19]=1)(=[O:8])[O:5][CH2:6][CH3:7])[CH3:2].B.C1COCC1.C(Cl)Cl.CO. Product: [CH2:6]([O:5][P:4]([CH:9]([OH:27])[CH2:10][C@@H:11]([OH:26])[C@@H:12]([OH:25])[C@@H:13]([OH:24])[CH2:14][NH:15][O:16][CH2:17][C:18]1[CH:19]=[CH:20][CH:21]=[CH:22][CH:23]=1)(=[O:8])[O:3][CH2:1][CH3:2])[CH3:7]. The catalyst class is: 1. (8) Reactant: [F:1][C:2]1[CH:3]=[C:4]([C:9]2[C:10](=[O:23])[N:11]([CH3:22])[C:12]([NH:15][C:16]3[CH:21]=[CH:20][CH:19]=[CH:18][CH:17]=3)=[CH:13][CH:14]=2)[CH:5]=[CH:6][C:7]=1[OH:8].Cl[C:25]1[C:34]2[C:29](=[CH:30][C:31]([O:37][CH2:38][CH2:39][CH2:40][N:41]3[CH2:46][CH2:45][O:44][CH2:43][CH2:42]3)=[C:32]([O:35][CH3:36])[CH:33]=2)[N:28]=[CH:27][CH:26]=1. Product: [F:1][C:2]1[CH:3]=[C:4]([C:9]2[C:10](=[O:23])[N:11]([CH3:22])[C:12]([NH:15][C:16]3[CH:17]=[CH:18][CH:19]=[CH:20][CH:21]=3)=[CH:13][CH:14]=2)[CH:5]=[CH:6][C:7]=1[O:8][C:25]1[C:34]2[C:29](=[CH:30][C:31]([O:37][CH2:38][CH2:39][CH2:40][N:41]3[CH2:42][CH2:43][O:44][CH2:45][CH2:46]3)=[C:32]([O:35][CH3:36])[CH:33]=2)[N:28]=[CH:27][CH:26]=1. The catalyst class is: 142. (9) Reactant: [Cl:1][C:2]1[CH:11]=[CH:10][C:9]2[C:8]([NH2:12])=[CH:7][CH:6]=[CH:5][C:4]=2[N:3]=1.C(N(CC)CC)C.[C:20](O[C:20](=[O:23])[CH2:21][CH3:22])(=[O:23])[CH2:21][CH3:22]. Product: [Cl:1][C:2]1[CH:11]=[CH:10][C:9]2[C:4](=[CH:5][CH:6]=[CH:7][C:8]=2[NH:12][C:20](=[O:23])[CH2:21][CH3:22])[N:3]=1. The catalyst class is: 1. (10) Reactant: [C:1]1([C@H:7]2[C@@H:11]([C:12]3[CH:17]=[CH:16][CH:15]=[CH:14][CH:13]=3)[NH:10][C:9](=[S:18])[NH:8]2)[CH:6]=[CH:5][CH:4]=[CH:3][CH:2]=1.[Cl:19][CH2:20][C:21]1[C:22]2[C:27]([CH:28]=[C:29]3[C:34]=1[CH:33]=[CH:32][CH:31]=[CH:30]3)=[CH:26][CH:25]=[CH:24][CH:23]=2. Product: [ClH:19].[CH:23]1[C:22]2[C:27](=[CH:28][C:29]3[C:34]([C:21]=2[CH2:20][S:18][C:9]2[NH:8][C@H:7]([C:1]4[CH:2]=[CH:3][CH:4]=[CH:5][CH:6]=4)[C@H:11]([C:12]4[CH:13]=[CH:14][CH:15]=[CH:16][CH:17]=4)[N:10]=2)=[CH:33][CH:32]=[CH:31][CH:30]=3)[CH:26]=[CH:25][CH:24]=1. The catalyst class is: 14.